From a dataset of Full USPTO retrosynthesis dataset with 1.9M reactions from patents (1976-2016). Predict the reactants needed to synthesize the given product. Given the product [CH3:29][O:30][CH2:31][CH2:32][NH:33][C:12]([C:10]1[CH:9]=[CH:8][C:7]2[N:3]([CH2:1][CH3:2])[C:4]([NH:15][C:16]3[S:17][C:18]4[CH:24]=[C:23]([C:25]([F:28])([F:27])[F:26])[CH:22]=[CH:21][C:19]=4[N:20]=3)=[N:5][C:6]=2[CH:11]=1)=[O:14], predict the reactants needed to synthesize it. The reactants are: [CH2:1]([N:3]1[C:7]2[CH:8]=[CH:9][C:10]([C:12]([OH:14])=O)=[CH:11][C:6]=2[N:5]=[C:4]1[NH:15][C:16]1[S:17][C:18]2[CH:24]=[C:23]([C:25]([F:28])([F:27])[F:26])[CH:22]=[CH:21][C:19]=2[N:20]=1)[CH3:2].[CH3:29][O:30][CH2:31][CH2:32][NH2:33].CN(C(ON1N=NC2C=CC=CC1=2)=[N+](C)C)C.F[P-](F)(F)(F)(F)F.CCN(C(C)C)C(C)C.